This data is from Catalyst prediction with 721,799 reactions and 888 catalyst types from USPTO. The task is: Predict which catalyst facilitates the given reaction. Reactant: CC1C(=O)NC(=O)NC=1C(O)=O.[OH:13][C:14]1[N:19]=[C:18]([OH:20])[CH:17]=[C:16]([C:21]([O:23][CH3:24])=[O:22])[N:15]=1.S(Cl)([Cl:28])(=O)=O. Product: [Cl:28][C:17]1[C:18]([OH:20])=[N:19][C:14]([OH:13])=[N:15][C:16]=1[C:21]([O:23][CH3:24])=[O:22]. The catalyst class is: 152.